This data is from Forward reaction prediction with 1.9M reactions from USPTO patents (1976-2016). The task is: Predict the product of the given reaction. Given the reactants Br.[Br:2]/[C:3](/[C:11]1[CH:16]=[CH:15][C:14]([Cl:17])=[C:13]([O:18]C)[N:12]=1)=[CH:4]\[C@@H:5]1[NH:9][C:8](=[O:10])[CH2:7][CH2:6]1.O, predict the reaction product. The product is: [Br:2]/[C:3](/[C:11]1[NH:12][C:13](=[O:18])[C:14]([Cl:17])=[CH:15][CH:16]=1)=[CH:4]\[C@H:5]1[CH2:6][CH2:7][C:8](=[O:10])[NH:9]1.